From a dataset of Orexin1 receptor HTS with 218,158 compounds and 233 confirmed actives. Binary Classification. Given a drug SMILES string, predict its activity (active/inactive) in a high-throughput screening assay against a specified biological target. (1) The compound is ClC(Cl)(Cl)c1nc2[nH]ccc(=O)c2c(n1)C. The result is 0 (inactive). (2) The drug is S(c1n(nnn1)c1ccc(C(OCC(=O)N2CCOCC2)=O)cc1)C. The result is 0 (inactive). (3) The compound is Clc1cc(CNC2CCCC2)c(OCC=C)c(OC)c1. The result is 0 (inactive). (4) The molecule is Cl\C(CN1CC(N(CC1)Cc1oc(cc1)C)CCO)=C/c1ccccc1. The result is 0 (inactive). (5) The molecule is O1N(C(C2C1C(=O)N(C2=O)c1c(cccc1C)C)c1ccncc1)c1ccccc1. The result is 0 (inactive). (6) The compound is S(c1nc(nc2c1cc(OCC)cc2)c1ccccc1)CC(=O)Nc1sc(cn1)C. The result is 0 (inactive).